Dataset: TCR-epitope binding with 47,182 pairs between 192 epitopes and 23,139 TCRs. Task: Binary Classification. Given a T-cell receptor sequence (or CDR3 region) and an epitope sequence, predict whether binding occurs between them. (1) The epitope is KAYNVTQAF. The TCR CDR3 sequence is CASSYSAGSGGYTF. Result: 1 (the TCR binds to the epitope). (2) The epitope is NLDSKVGGNY. The TCR CDR3 sequence is CASSPHGGQPRTGQHF. Result: 0 (the TCR does not bind to the epitope).